From a dataset of Forward reaction prediction with 1.9M reactions from USPTO patents (1976-2016). Predict the product of the given reaction. (1) Given the reactants [CH3:1][O:2][C:3]1[CH:8]=[CH:7][CH:6]=[CH:5][C:4]=1[CH2:9][C:10]([OH:12])=[O:11].Cl[C:14]1C=CC=CC=1C(C)C(O)=O, predict the reaction product. The product is: [CH3:1][O:2][C:3]1[CH:8]=[CH:7][CH:6]=[CH:5][C:4]=1[CH:9]([CH3:14])[C:10]([OH:12])=[O:11]. (2) Given the reactants [CH:1]([C:4]1[CH:9]=[CH:8][C:7]([CH:10]2[C:14]3[C:15]([CH3:21])=[CH:16][C:17]([CH3:20])=[C:18]([CH3:19])[C:13]=3[O:12][CH2:11]2)=[CH:6][CH:5]=1)([CH3:3])[CH3:2].C([O-])(=O)C.[Na+].[Br:27]Br.O, predict the reaction product. The product is: [Br:27][C:16]1[C:17]([CH3:20])=[C:18]([CH3:19])[C:13]2[O:12][CH2:11][CH:10]([C:7]3[CH:6]=[CH:5][C:4]([CH:1]([CH3:3])[CH3:2])=[CH:9][CH:8]=3)[C:14]=2[C:15]=1[CH3:21]. (3) The product is: [CH:30]12[O:31][C:28]1([C:25]1[N:26]=[CH:27][C:22]([C:13]3[CH:14]=[C:15]([C:16]4[CH:21]=[CH:20][CH:19]=[CH:18][N:17]=4)[C:9]4[S:8][C:7]([NH:6][C:4]([NH:3][CH2:1][CH3:2])=[O:5])=[N:11][C:10]=4[CH:12]=3)=[CH:23][N:24]=1)[CH2:29][CH2:43][O:42][CH2:41]2. Given the reactants [CH2:1]([NH:3][C:4]([NH:6][C:7]1[S:8][C:9]2[C:15]([C:16]3[CH:21]=[CH:20][CH:19]=[CH:18][N:17]=3)=[CH:14][C:13]([C:22]3[CH:23]=[N:24][C:25]([C:28]([OH:31])([CH3:30])[CH3:29])=[N:26][CH:27]=3)=[CH:12][C:10]=2[N:11]=1)=[O:5])[CH3:2].BrC1C=NC(C23OC2[CH2:43][O:42][CH2:41]C3)=NC=1.C([O-])([O-])=O.[Cs+].[Cs+], predict the reaction product. (4) Given the reactants [CH2:1]([O:3][CH2:4][CH2:5][O:6][C:7]1[CH:12]=[C:11]([CH3:13])[C:10]([C:14]2[CH:19]=[CH:18][CH:17]=[C:16]([CH2:20][NH:21][C:22]3[CH:27]=[CH:26][C:25]([CH2:28][CH2:29][C:30]([OH:32])=[O:31])=[C:24]([F:33])[CH:23]=3)[CH:15]=2)=[C:9]([CH3:34])[CH:8]=1)[CH3:2].O.[C:36]1([CH3:46])[CH:41]=[CH:40][C:39]([S:42]([OH:45])(=[O:44])=[O:43])=[CH:38][CH:37]=1, predict the reaction product. The product is: [C:36]1([CH3:46])[CH:37]=[CH:38][C:39]([S:42]([OH:45])(=[O:43])=[O:44])=[CH:40][CH:41]=1.[CH2:1]([O:3][CH2:4][CH2:5][O:6][C:7]1[CH:12]=[C:11]([CH3:13])[C:10]([C:14]2[CH:19]=[CH:18][CH:17]=[C:16]([CH2:20][NH:21][C:22]3[CH:27]=[CH:26][C:25]([CH2:28][CH2:29][C:30]([OH:32])=[O:31])=[C:24]([F:33])[CH:23]=3)[CH:15]=2)=[C:9]([CH3:34])[CH:8]=1)[CH3:2]. (5) Given the reactants [N:1]1([CH2:6][CH2:7][N:8]2[C:13](=[O:14])[N:12](COCC3C=CC=CC=3)[C:11](=[O:24])[C:10]([O:25]CC3C=CC=CC=3)=[N:9]2)[CH:5]=[CH:4][CH:3]=[CH:2]1.B(Br)(Br)Br, predict the reaction product. The product is: [N:1]1([CH2:6][CH2:7][N:8]2[C:13](=[O:14])[NH:12][C:11](=[O:24])[C:10]([OH:25])=[N:9]2)[CH:2]=[CH:3][CH:4]=[CH:5]1. (6) Given the reactants Br[C:2]1[N:3]=[C:4]([S:23][CH3:24])[C:5]2[N:6]([C:8]([C:11]3[CH:22]=[CH:21][C:14]([C:15]([NH:17][CH:18]4[CH2:20][CH2:19]4)=[O:16])=[CH:13][CH:12]=3)=[CH:9][N:10]=2)[CH:7]=1.C(=O)([O-])[O-].[K+].[K+].[C:31]1(B(O)O)[CH:36]=[CH:35][CH:34]=[CH:33][CH:32]=1, predict the reaction product. The product is: [CH:18]1([NH:17][C:15](=[O:16])[C:14]2[CH:21]=[CH:22][C:11]([C:8]3[N:6]4[CH:7]=[C:2]([C:31]5[CH:36]=[CH:35][CH:34]=[CH:33][CH:32]=5)[N:3]=[C:4]([S:23][CH3:24])[C:5]4=[N:10][CH:9]=3)=[CH:12][CH:13]=2)[CH2:20][CH2:19]1. (7) Given the reactants [NH:1]1[CH2:4][CH:3]([C:5]2[CH:6]=[CH:7][C:8]3[O:17][CH2:16][CH2:15][C:14]4[S:13][C:12]([C:18]5[N:19]([CH:23]([CH3:25])[CH3:24])[N:20]=[CH:21][N:22]=5)=[N:11][C:10]=4[C:9]=3[CH:26]=2)[CH2:2]1.[C:27]([O-])(=[O:31])[C@@H:28]([CH3:30])[OH:29].[Na+].[OH-].[Na+], predict the reaction product. The product is: [OH:29][C@H:28]([CH3:30])[C:27]([N:1]1[CH2:4][CH:3]([C:5]2[CH:6]=[CH:7][C:8]3[O:17][CH2:16][CH2:15][C:14]4[S:13][C:12]([C:18]5[N:19]([CH:23]([CH3:24])[CH3:25])[N:20]=[CH:21][N:22]=5)=[N:11][C:10]=4[C:9]=3[CH:26]=2)[CH2:2]1)=[O:31].